Dataset: Forward reaction prediction with 1.9M reactions from USPTO patents (1976-2016). Task: Predict the product of the given reaction. (1) Given the reactants [Cl:1][C:2]1[CH:3]=[C:4]([CH:27]=[CH:28][C:29]=1[F:30])[NH:5][C:6]1[C:15]2[C:10](=[CH:11][C:12]([O:22][CH2:23][CH2:24][CH2:25]Cl)=[CH:13][C:14]=2[O:16][CH:17]2[CH2:21][CH2:20][O:19][CH2:18]2)[N:9]=[CH:8][N:7]=1.[CH3:31][O:32][CH2:33][CH2:34][N:35]1[CH2:40][CH2:39][NH:38][CH2:37][CH2:36]1, predict the reaction product. The product is: [Cl:1][C:2]1[CH:3]=[C:4]([CH:27]=[CH:28][C:29]=1[F:30])[NH:5][C:6]1[C:15]2[C:10](=[CH:11][C:12]([O:22][CH2:23][CH2:24][CH2:25][N:38]3[CH2:39][CH2:40][N:35]([CH2:34][CH2:33][O:32][CH3:31])[CH2:36][CH2:37]3)=[CH:13][C:14]=2[O:16][CH:17]2[CH2:21][CH2:20][O:19][CH2:18]2)[N:9]=[CH:8][N:7]=1. (2) Given the reactants [C:1]([O:5][C:6]([NH:8][C@@H:9]([C@H:13]1[CH2:18][CH2:17][C@@H:16]([OH:19])[CH2:15][CH2:14]1)[C:10]([OH:12])=[O:11])=[O:7])([CH3:4])([CH3:3])[CH3:2].[C:20](=O)([O-])[O-].[K+].[K+].IC.O, predict the reaction product. The product is: [CH3:20][O:11][C:10](=[O:12])[C@@H:9]([NH:8][C:6]([O:5][C:1]([CH3:4])([CH3:2])[CH3:3])=[O:7])[C@H:13]1[CH2:18][CH2:17][C@@H:16]([OH:19])[CH2:15][CH2:14]1. (3) Given the reactants [C:1]([CH2:3][CH2:4][O:5][C@@H:6]1[C@H:11]([NH:12][C:13](=[O:19])[O:14][C:15]([CH3:18])([CH3:17])[CH3:16])[CH:10]=[C:9]([C:20]2[CH:25]=[CH:24][N:23]=[CH:22][C:21]=2[N+:26]([O-])=O)[CH2:8][C@@H:7]1[CH3:29])#[N:2], predict the reaction product. The product is: [NH2:26][C:21]1[CH:22]=[N:23][CH:24]=[CH:25][C:20]=1[C@@H:9]1[CH2:10][C@H:11]([NH:12][C:13](=[O:19])[O:14][C:15]([CH3:18])([CH3:17])[CH3:16])[C@H:6]([O:5][CH2:4][CH2:3][C:1]#[N:2])[C@H:7]([CH3:29])[CH2:8]1. (4) Given the reactants [Cl:1][C:2]1[CH:3]=[CH:4][C:5]([O:15][CH2:16][C:17]2[CH:22]=[CH:21][CH:20]=[CH:19][CH:18]=2)=[C:6]([C:8](=O)[CH2:9][CH2:10][C:11](=O)[CH3:12])[CH:7]=1.[NH2:23][C:24]1[CH:25]=[CH:26][C:27](C)=[C:28]([CH:32]=1)[C:29]([OH:31])=[O:30].[CH3:34]C1C=CC(S(O)(=O)=O)=CC=1, predict the reaction product. The product is: [Cl:1][C:2]1[CH:3]=[CH:4][C:5]([O:15][CH2:16][C:17]2[CH:22]=[CH:21][CH:20]=[CH:19][CH:18]=2)=[C:6]([C:8]2[N:23]([C:24]3[CH:32]=[C:28]([CH:27]=[C:26]([CH3:34])[CH:25]=3)[C:29]([OH:31])=[O:30])[C:11]([CH3:12])=[CH:10][CH:9]=2)[CH:7]=1. (5) Given the reactants O1CCCC1.[C:6]([C:8]1[C:9]([NH2:15])=[N:10][C:11]([NH2:14])=[CH:12][CH:13]=1)#[CH:7].[F:16][C:17]1[CH:18]=[C:19]([CH:32]=[CH:33][CH:34]=1)[O:20][C:21]1[N:26]=[CH:25][C:24]([CH2:27][C:28](Cl)=[N:29][OH:30])=[CH:23][CH:22]=1.C(N(CC)CC)C, predict the reaction product. The product is: [F:16][C:17]1[CH:18]=[C:19]([CH:32]=[CH:33][CH:34]=1)[O:20][C:21]1[N:26]=[CH:25][C:24]([CH2:27][C:28]2[CH:7]=[C:6]([C:8]3[C:9]([NH2:15])=[N:10][C:11]([NH2:14])=[CH:12][CH:13]=3)[O:30][N:29]=2)=[CH:23][CH:22]=1. (6) The product is: [C:1]([O:9][CH2:17][CH2:18][CH2:19][CH2:20][C:21]#[N:22])(=[O:8])[C:2]1[CH:7]=[CH:6][CH:5]=[CH:4][CH:3]=1. Given the reactants [C:1]([OH:9])(=[O:8])[C:2]1[CH:7]=[CH:6][CH:5]=[CH:4][CH:3]=1.C([O-])([O-])=O.[K+].[K+].Br[CH2:17][CH2:18][CH2:19][CH2:20][C:21]#[N:22], predict the reaction product.